From a dataset of Forward reaction prediction with 1.9M reactions from USPTO patents (1976-2016). Predict the product of the given reaction. (1) Given the reactants FC(F)(F)C(O)=O.C(OC(=O)[NH:14][CH2:15][C:16]([N:18]1[CH2:23][CH2:22][N:21]([C:24]([N:26]2[CH:30]([C:31]3[CH:36]=[CH:35][C:34]([Cl:37])=[CH:33][CH:32]=3)[CH:29]([C:38]3[CH:43]=[CH:42][C:41]([Cl:44])=[CH:40][CH:39]=3)[N:28]=[C:27]2[C:45]2[CH:50]=[CH:49][C:48]([O:51][CH3:52])=[CH:47][C:46]=2[O:53][CH:54]([CH3:56])[CH3:55])=[O:25])[CH2:20][CH2:19]1)=[O:17])(C)(C)C, predict the reaction product. The product is: [NH2:14][CH2:15][C:16]([N:18]1[CH2:23][CH2:22][N:21]([C:24]([N:26]2[CH:30]([C:31]3[CH:32]=[CH:33][C:34]([Cl:37])=[CH:35][CH:36]=3)[CH:29]([C:38]3[CH:43]=[CH:42][C:41]([Cl:44])=[CH:40][CH:39]=3)[N:28]=[C:27]2[C:45]2[CH:50]=[CH:49][C:48]([O:51][CH3:52])=[CH:47][C:46]=2[O:53][CH:54]([CH3:56])[CH3:55])=[O:25])[CH2:20][CH2:19]1)=[O:17]. (2) Given the reactants [Cl:1][C:2]1[CH:7]=[CH:6][C:5]([CH:8]([C:26]2[CH:31]=[CH:30][C:29]([Cl:32])=[CH:28][CH:27]=2)[C:9]2[CH:10]=[C:11]3[C:16](=[CH:17][CH:18]=2)[N:15]=[CH:14][N:13]=[C:12]3[NH:19][CH:20]2[CH2:25][CH2:24][NH:23][CH2:22][CH2:21]2)=[CH:4][CH:3]=1.ClCCl.Cl[S:37]([CH2:40][C:41]([O:43][CH3:44])=[O:42])(=[O:39])=[O:38], predict the reaction product. The product is: [Cl:1][C:2]1[CH:7]=[CH:6][C:5]([CH:8]([C:26]2[CH:27]=[CH:28][C:29]([Cl:32])=[CH:30][CH:31]=2)[C:9]2[CH:10]=[C:11]3[C:16](=[CH:17][CH:18]=2)[N:15]=[CH:14][N:13]=[C:12]3[NH:19][CH:20]2[CH2:21][CH2:22][N:23]([S:37]([CH2:40][C:41]([O:43][CH3:44])=[O:42])(=[O:39])=[O:38])[CH2:24][CH2:25]2)=[CH:4][CH:3]=1. (3) Given the reactants Br[C:2]1[CH:7]=[CH:6][C:5]([N:8]2[C:16]3[C:15]([OH:17])=[C:14]([C:18]#[N:19])[C:13](=[O:20])[NH:12][C:11]=3[CH:10]=[C:9]2[Cl:21])=[CH:4][CH:3]=1.O.[OH:23][C:24]1[C:29]([O:30][CH3:31])=[CH:28][CH:27]=[CH:26][C:25]=1B(O)O.C(=O)([O-])[O-].[Cs+].[Cs+], predict the reaction product. The product is: [Cl:21][C:9]1[N:8]([C:5]2[CH:6]=[CH:7][C:2]([C:25]3[CH:26]=[CH:27][CH:28]=[C:29]([O:30][CH3:31])[C:24]=3[OH:23])=[CH:3][CH:4]=2)[C:16]2[C:15]([OH:17])=[C:14]([C:18]#[N:19])[C:13](=[O:20])[NH:12][C:11]=2[CH:10]=1. (4) Given the reactants [C:1]([C:3]1[CH:4]=[C:5]([CH:9]=[C:10]([CH3:12])[N:11]=1)[C:6]([OH:8])=O)#[N:2].C(OC([N:20]1[CH2:25][CH2:24][O:23][C@@H:22]([C:26]2[CH:31]=[CH:30][C:29]([NH2:32])=[C:28]([Cl:33])[CH:27]=2)[CH2:21]1)=O)(C)(C)C, predict the reaction product. The product is: [ClH:33].[Cl:33][C:28]1[CH:27]=[C:26]([C@@H:22]2[O:23][CH2:24][CH2:25][NH:20][CH2:21]2)[CH:31]=[CH:30][C:29]=1[NH:32][C:6](=[O:8])[C:5]1[CH:9]=[C:10]([CH3:12])[N:11]=[C:3]([C:1]#[N:2])[CH:4]=1. (5) Given the reactants [Br:1][C:2]1[C:10]2[N:9]=[C:8]([CH2:11][F:12])[N:7]([CH2:13][C:14]3[CH:19]=[CH:18][CH:17]=[C:16]([Cl:20])[C:15]=3[CH3:21])[C:6]=2[CH:5]=[C:4]([NH2:22])[CH:3]=1.[OH-].[Na+].Br[CH2:26][CH2:27][O:28][CH2:29][CH2:30]Br, predict the reaction product. The product is: [Br:1][C:2]1[C:10]2[N:9]=[C:8]([CH2:11][F:12])[N:7]([CH2:13][C:14]3[CH:19]=[CH:18][CH:17]=[C:16]([Cl:20])[C:15]=3[CH3:21])[C:6]=2[CH:5]=[C:4]([N:22]2[CH2:30][CH2:29][O:28][CH2:27][CH2:26]2)[CH:3]=1. (6) Given the reactants [CH3:1][O-:2].[Na+].CC[CH:6]([NH:9][C:10]1[CH:15]=[N:14][CH:13]=[C:12](Cl)[N:11]=1)[CH2:7]C.CN1[CH2:22][CH2:21][CH2:20]C1=O, predict the reaction product. The product is: [CH2:6]([NH:9][C:10]1[C:15]([CH2:20][CH2:21][CH3:22])=[N:14][CH:13]=[C:12]([O:2][CH3:1])[N:11]=1)[CH3:7]. (7) The product is: [C:15]([O:18][CH2:19][C:20]1[C:21]([N:2]2[CH2:3][CH2:4][C:5]3[C:9]4[CH2:10][CH2:11][CH2:12][CH2:13][C:8]=4[S:7][C:6]=3[C:1]2=[O:14])=[CH:22][CH:23]=[CH:24][C:25]=1[Br:26])(=[O:17])[CH3:16]. Given the reactants [C:1]1(=[O:14])[C:6]2[S:7][C:8]3[CH2:13][CH2:12][CH2:11][CH2:10][C:9]=3[C:5]=2[CH2:4][CH2:3][NH:2]1.[C:15]([O:18][CH2:19][C:20]1[C:25]([Br:26])=[CH:24][CH:23]=[CH:22][C:21]=1Br)(=[O:17])[CH3:16].C(=O)([O-])[O-].[Cs+].[Cs+].CNCCNC, predict the reaction product. (8) Given the reactants [CH3:1][O:2][C:3]1[CH:8]=[CH:7][C:6]([CH2:9][CH2:10][C:11]([NH:13][CH2:14][CH2:15][CH3:16])=[O:12])=[CH:5][CH:4]=1.F[B-](F)(F)F.[CH3:22][O+](C)C, predict the reaction product. The product is: [CH3:22][O:12][C:11](=[N:13][CH2:14][CH2:15][CH3:16])[CH2:10][CH2:9][C:6]1[CH:5]=[CH:4][C:3]([O:2][CH3:1])=[CH:8][CH:7]=1. (9) Given the reactants [Cl-].O[NH3+:3].[C:4](=[O:7])([O-])[OH:5].[Na+].CS(C)=O.[CH3:13][C:14]1[N:42]=[C:17]2[N:18]([CH3:41])[C:19](=[O:40])[C:20]([CH2:25][C:26]3[CH:31]=[CH:30][C:29]([C:32]4[C:33]([C:38]#[N:39])=[CH:34][CH:35]=[CH:36][CH:37]=4)=[CH:28][CH:27]=3)=[C:21]([CH2:22][CH2:23][CH3:24])[N:16]2[N:15]=1, predict the reaction product. The product is: [CH3:13][C:14]1[N:42]=[C:17]2[N:18]([CH3:41])[C:19](=[O:40])[C:20]([CH2:25][C:26]3[CH:31]=[CH:30][C:29]([C:32]4[CH:37]=[CH:36][CH:35]=[CH:34][C:33]=4[C:38]4[NH:3][C:4](=[O:7])[O:5][N:39]=4)=[CH:28][CH:27]=3)=[C:21]([CH2:22][CH2:23][CH3:24])[N:16]2[N:15]=1. (10) Given the reactants [Cl-].[CH2:2]([O:9][C:10]1[CH:11]=[C:12]([CH:28]=[CH:29][CH:30]=1)[CH2:13][C@H:14]([NH3+:27])[C@@H:15]([OH:26])[CH2:16][C@H:17]([C:19](=[O:25])[NH:20][CH2:21][CH2:22][CH2:23][CH3:24])[CH3:18])[C:3]1[CH:8]=[CH:7][CH:6]=[CH:5][CH:4]=1.[CH:31]1[C:41]2[CH:40]=[C:39]([C:42](O)=[O:43])[C:38]3[CH:45]=[CH:46][CH:47]=[CH:48][C:37]=3[O:36][C:35]=2[CH:34]=[CH:33][CH:32]=1.CCN=C=NCCCN(C)C.Cl.C1C=CC2N(O)N=NC=2C=1.C(N(CC)CC)C, predict the reaction product. The product is: [CH2:2]([O:9][C:10]1[CH:11]=[C:12]([CH:28]=[CH:29][CH:30]=1)[CH2:13][C@H:14]([NH:27][C:42]([C:39]1[C:38]2[CH:45]=[CH:46][CH:47]=[CH:48][C:37]=2[O:36][C:35]2[CH:34]=[CH:33][CH:32]=[CH:31][C:41]=2[CH:40]=1)=[O:43])[C@@H:15]([OH:26])[CH2:16][C@H:17]([C:19](=[O:25])[NH:20][CH2:21][CH2:22][CH2:23][CH3:24])[CH3:18])[C:3]1[CH:4]=[CH:5][CH:6]=[CH:7][CH:8]=1.